From a dataset of Reaction yield outcomes from USPTO patents with 853,638 reactions. Predict the reaction yield, written as a fraction of the theoretical maximum amount of product (1.0 means a 100% yield; for example, 0.34 means a 34% yield). (1) The reactants are [Br:1][C:2]1[CH:3]=[C:4]2[C:8](=[CH:9][C:10]=1[F:11])[NH:7][N:6]=[CH:5]2.[O:12]1[CH:17]=[CH:16][CH2:15][CH2:14][CH2:13]1.CCOC(C)=O. The catalyst is C(Cl)Cl.CC1C=CC(S(O)(=O)=O)=CC=1. The product is [Br:1][C:2]1[CH:3]=[C:4]2[C:8](=[CH:9][C:10]=1[F:11])[N:7]([CH:13]1[CH2:14][CH2:15][CH2:16][CH2:17][O:12]1)[N:6]=[CH:5]2. The yield is 0.960. (2) The reactants are [Cl:1][C:2]1[N:7]=[N:6][C:5]([CH:8]([F:14])[C:9]([O:11][CH2:12][CH3:13])=[O:10])=[CH:4][CH:3]=1.C[Si](C)(C)[N-][Si](C)(C)C.[Li+].[B-](F)(F)(F)[F:26].[B-](F)(F)(F)F.C1[N+]2(CCl)CC[N+](F)(CC2)C1.[NH4+].[Cl-]. The catalyst is C1COCC1.CN(C=O)C. The product is [Cl:1][C:2]1[N:7]=[N:6][C:5]([C:8]([F:26])([F:14])[C:9]([O:11][CH2:12][CH3:13])=[O:10])=[CH:4][CH:3]=1. The yield is 0.525.